This data is from Full USPTO retrosynthesis dataset with 1.9M reactions from patents (1976-2016). The task is: Predict the reactants needed to synthesize the given product. (1) The reactants are: [F:1][C@H:2]1[CH2:6][NH:5][C@H:4]([C:7]([NH:9][CH2:10][C:11]2[C:16]([O:17][CH3:18])=[CH:15][N:14]=[C:13]([C:19]3[CH:20]=[N:21][C:22]([C:25]([F:28])([F:27])[F:26])=[N:23][CH:24]=3)[CH:12]=2)=[O:8])[CH2:3]1.[F:29][C:30]1[CH:35]=[CH:34][C:33]([S:36](Cl)(=[O:38])=[O:37])=[CH:32][CH:31]=1. Given the product [F:1][C@H:2]1[CH2:6][N:5]([S:36]([C:33]2[CH:34]=[CH:35][C:30]([F:29])=[CH:31][CH:32]=2)(=[O:38])=[O:37])[C@H:4]([C:7]([NH:9][CH2:10][C:11]2[C:16]([O:17][CH3:18])=[CH:15][N:14]=[C:13]([C:19]3[CH:20]=[N:21][C:22]([C:25]([F:28])([F:27])[F:26])=[N:23][CH:24]=3)[CH:12]=2)=[O:8])[CH2:3]1, predict the reactants needed to synthesize it. (2) Given the product [Cl:8][C:5]1[CH:6]=[CH:7][C:2]([C:28]2([OH:33])[C:27]3[C:34]([CH3:35])=[C:23]([N:20]4[CH2:21][CH2:22][N:17]([C:14]5[CH:15]=[CH:16][C:11]([O:10][CH3:9])=[CH:12][CH:13]=5)[CH2:18][CH2:19]4)[C:24]([CH3:37])=[C:25]([CH3:36])[C:26]=3[O:30][C:29]2([CH3:31])[CH3:32])=[CH:3][CH:4]=1, predict the reactants needed to synthesize it. The reactants are: Br[C:2]1[CH:7]=[CH:6][C:5]([Cl:8])=[CH:4][CH:3]=1.[CH3:9][O:10][C:11]1[CH:16]=[CH:15][C:14]([N:17]2[CH2:22][CH2:21][N:20]([C:23]3[C:24]([CH3:37])=[C:25]([CH3:36])[C:26]4[O:30][C:29]([CH3:32])([CH3:31])[C:28](=[O:33])[C:27]=4[C:34]=3[CH3:35])[CH2:19][CH2:18]2)=[CH:13][CH:12]=1. (3) Given the product [N:41]1([CH2:47][CH2:48][NH:49][C:29]([C:26]2[CH:27]=[CH:28][C:23]([C:15]3[CH:16]=[C:17]([OH:22])[C:18]([O:20][CH3:21])=[CH:19][C:14]=3[CH:9]3[CH:8]4[CH2:34][C:35]5[C:40]([CH:7]4[C:6]4[C:11](=[CH:12][CH:13]=[C:4]([C:1](=[NH:2])[NH2:3])[CH:5]=4)[NH:10]3)=[CH:39][CH:38]=[CH:37][CH:36]=5)=[C:24]([O:32][CH3:33])[CH:25]=2)=[O:30])[CH2:46][CH2:45][O:44][CH2:43][CH2:42]1, predict the reactants needed to synthesize it. The reactants are: [C:1]([C:4]1[CH:5]=[C:6]2[C:11](=[CH:12][CH:13]=1)[NH:10][CH:9]([C:14]1[CH:19]=[C:18]([O:20][CH3:21])[C:17]([OH:22])=[CH:16][C:15]=1[C:23]1[CH:28]=[CH:27][C:26]([C:29](O)=[O:30])=[CH:25][C:24]=1[O:32][CH3:33])[CH:8]1[CH2:34][C:35]3[C:40]([CH:7]21)=[CH:39][CH:38]=[CH:37][CH:36]=3)(=[NH:3])[NH2:2].[N:41]1([CH2:47][CH2:48][NH2:49])[CH2:46][CH2:45][O:44][CH2:43][CH2:42]1.